This data is from Peptide-MHC class II binding affinity with 134,281 pairs from IEDB. The task is: Regression. Given a peptide amino acid sequence and an MHC pseudo amino acid sequence, predict their binding affinity value. This is MHC class II binding data. (1) The peptide sequence is QCCDLDPQARVAIKSLTERL. The MHC is DRB1_1501 with pseudo-sequence DRB1_1501. The binding affinity (normalized) is 0.760. (2) The peptide sequence is IGSFFYFPSIGMQRT. The MHC is DRB3_0202 with pseudo-sequence DRB3_0202. The binding affinity (normalized) is 0.900. (3) The peptide sequence is EKKYFAATQFEDLAA. The MHC is HLA-DPA10201-DPB11401 with pseudo-sequence HLA-DPA10201-DPB11401. The binding affinity (normalized) is 0.694. (4) The peptide sequence is RRDLRLASNAICSAVPV. The MHC is DRB1_0701 with pseudo-sequence DRB1_0701. The binding affinity (normalized) is 0.557. (5) The peptide sequence is AAGVAAWSLIALMIP. The MHC is DRB1_0101 with pseudo-sequence DRB1_0101. The binding affinity (normalized) is 0.412. (6) The peptide sequence is VQDAATYAVTTFSNV. The MHC is DRB1_0901 with pseudo-sequence DRB1_0901. The binding affinity (normalized) is 0.416. (7) The binding affinity (normalized) is 0.556. The MHC is HLA-DQA10101-DQB10501 with pseudo-sequence HLA-DQA10101-DQB10501. The peptide sequence is EKLYFAATQFEPLAA. (8) The binding affinity (normalized) is 0.671. The MHC is DRB1_0701 with pseudo-sequence DRB1_0701. The peptide sequence is DFREFSRAKGLNQEI. (9) The peptide sequence is KPNDFMPTFAKAMEK. The MHC is HLA-DQA10401-DQB10402 with pseudo-sequence HLA-DQA10401-DQB10402. The binding affinity (normalized) is 0.324. (10) The MHC is DRB1_0901 with pseudo-sequence DRB1_0901. The binding affinity (normalized) is 0.256. The peptide sequence is DEALNNRFQIKGVEL.